From a dataset of Full USPTO retrosynthesis dataset with 1.9M reactions from patents (1976-2016). Predict the reactants needed to synthesize the given product. Given the product [CH3:7][CH:5]([Si:4]([CH:16]([CH3:18])[CH3:17])([O:8][C:9]1[CH:10]=[C:11]([CH:12]=[CH:13][CH:14]=1)[O:15][CH2:28][CH2:27][C:25]1[N:26]=[C:21]([CH2:56][NH2:49])[CH:22]=[CH:23][CH:24]=1)[CH:2]([CH3:1])[CH3:3])[CH3:6], predict the reactants needed to synthesize it. The reactants are: [CH3:1][CH:2]([Si:4]([CH:16]([CH3:18])[CH3:17])([O:8][C:9]1[CH:10]=[C:11]([OH:15])[CH:12]=[CH:13][CH:14]=1)[CH:5]([CH3:7])[CH3:6])[CH3:3].CN[C:21]1[N:26]=[C:25]([CH2:27][CH2:28]O)[CH:24]=[CH:23][CH:22]=1.C1(P(C2C=CC=CC=2)C2C=CC=CC=2)C=CC=CC=1.[N:49]([C:56](OCC)=O)=NC(OCC)=O.